This data is from Forward reaction prediction with 1.9M reactions from USPTO patents (1976-2016). The task is: Predict the product of the given reaction. Given the reactants [C:1]([O:5][C:6](=[O:14])[NH:7][C@H:8]1[CH2:11][C@H:10]([CH2:12][OH:13])[CH2:9]1)([CH3:4])([CH3:3])[CH3:2], predict the reaction product. The product is: [C:1]([O:5][C:6](=[O:14])[NH:7][C@H:8]1[CH2:11][C@H:10]([CH:12]=[O:13])[CH2:9]1)([CH3:4])([CH3:2])[CH3:3].